From a dataset of Forward reaction prediction with 1.9M reactions from USPTO patents (1976-2016). Predict the product of the given reaction. (1) Given the reactants [CH2:1]([C:3]1[CH:8]=[CH:7][C:6]([C:9]2[CH:10]=[N:11][CH:12]=[C:13]([O:15][CH3:16])[CH:14]=2)=[CH:5][CH:4]=1)[CH3:2], predict the reaction product. The product is: [CH2:1]([C:3]1[CH:4]=[CH:5][C:6]([CH:9]2[CH2:14][CH:13]([O:15][CH3:16])[CH2:12][NH:11][CH2:10]2)=[CH:7][CH:8]=1)[CH3:2]. (2) Given the reactants Cl.Cl.Cl.[O:4]1[C:8]2=[C:9]([N:13]3[CH2:18][CH2:17][N:16]([CH2:19][CH2:20][C@H:21]4[CH2:26][CH2:25][C@H:24]([NH2:27])[CH2:23][CH2:22]4)[CH2:15][CH2:14]3)[N:10]=[CH:11][CH:12]=[C:7]2[CH2:6][CH2:5]1.[O:28]1[CH2:33][CH2:32][CH:31]([CH2:34][C:35](O)=[O:36])[CH2:30][CH2:29]1, predict the reaction product. The product is: [O:4]1[C:8]2=[C:9]([N:13]3[CH2:18][CH2:17][N:16]([CH2:19][CH2:20][C@H:21]4[CH2:26][CH2:25][C@H:24]([NH:27][C:35](=[O:36])[CH2:34][CH:31]5[CH2:32][CH2:33][O:28][CH2:29][CH2:30]5)[CH2:23][CH2:22]4)[CH2:15][CH2:14]3)[N:10]=[CH:11][CH:12]=[C:7]2[CH2:6][CH2:5]1. (3) Given the reactants [Cl:1][C:2]1[C:7](/[CH:8]=[CH:9]/[O:10][CH2:11][CH3:12])=[CH:6][CH:5]=[C:4](Cl)[N:3]=1.[F:14][C:15]1[CH:20]=[CH:19][C:18]([C:21]2[O:22][C:23]3[CH:33]=[C:32]([N:34]([CH3:39])[S:35]([CH3:38])(=[O:37])=[O:36])[C:31](B4OC(C)(C)C(C)(C)O4)=[CH:30][C:24]=3[C:25]=2[C:26]([NH:28][CH3:29])=[O:27])=[CH:17][CH:16]=1, predict the reaction product. The product is: [Cl:1][C:2]1[N:3]=[C:4]([C:31]2[C:32]([N:34]([CH3:39])[S:35]([CH3:38])(=[O:37])=[O:36])=[CH:33][C:23]3[O:22][C:21]([C:18]4[CH:19]=[CH:20][C:15]([F:14])=[CH:16][CH:17]=4)=[C:25]([C:26]([NH:28][CH3:29])=[O:27])[C:24]=3[CH:30]=2)[CH:5]=[CH:6][C:7]=1/[CH:8]=[CH:9]/[O:10][CH2:11][CH3:12]. (4) Given the reactants [F:1][C:2]1[CH:7]=[CH:6][C:5]([C:8]2[C:17]3[C:12](=[CH:13][CH:14]=[C:15]([N:18]4[CH2:23][CH2:22][CH2:21][CH2:20][CH2:19]4)[CH:16]=3)[N:11]=[C:10]([CH3:24])[C:9]=2[CH:25]([OH:27])[CH3:26])=[CH:4][CH:3]=1.O[C:29]1[CH:34]=[CH:33][CH:32]=[CH:31][N:30]=1.CCOC(/N=N/C(OCC)=O)=O, predict the reaction product. The product is: [F:1][C:2]1[CH:3]=[CH:4][C:5]([C:8]2[C:17]3[C:12](=[CH:13][CH:14]=[C:15]([N:18]4[CH2:19][CH2:20][CH2:21][CH2:22][CH2:23]4)[CH:16]=3)[N:11]=[C:10]([CH3:24])[C:9]=2[CH:25]([O:27][C:29]2[CH:34]=[CH:33][CH:32]=[CH:31][N:30]=2)[CH3:26])=[CH:6][CH:7]=1. (5) Given the reactants C(OC([NH:8][C@@H:9]([C@@H:35]([OH:46])[C:36]1[CH:41]=[CH:40][C:39]([C:42]([F:45])([F:44])[F:43])=[CH:38][CH:37]=1)[CH2:10][N:11]([C:19]1[S:20][C:21]([C:24]2[CH:25]=[C:26]3[C:31](=[CH:32][CH:33]=2)[CH:30]=[N:29][C:28]([F:34])=[CH:27]3)=[CH:22][N:23]=1)C(=O)OC(C)(C)C)=O)(C)(C)C.[C:47]([OH:53])([C:49]([F:52])([F:51])[F:50])=[O:48], predict the reaction product. The product is: [F:50][C:49]([F:52])([F:51])[C:47]([OH:53])=[O:48].[NH2:8][C@H:9]([CH2:10][NH:11][C:19]1[S:20][C:21]([C:24]2[CH:25]=[C:26]3[C:31](=[CH:32][CH:33]=2)[CH:30]=[N:29][C:28]([F:34])=[CH:27]3)=[CH:22][N:23]=1)[C@H:35]([C:36]1[CH:41]=[CH:40][C:39]([C:42]([F:44])([F:45])[F:43])=[CH:38][CH:37]=1)[OH:46]. (6) The product is: [F:3][C:4]1[C:5]([CH2:16][N:17]([CH3:25])[C:18](=[O:24])[O:19][C:20]([CH3:21])([CH3:22])[CH3:23])=[CH:6][N:7]([S:49]([C:46]2[CH:47]=[N:48][C:43]([CH3:42])=[CH:44][CH:45]=2)(=[O:51])=[O:50])[C:8]=1[C:9]1[C:10]([F:15])=[N:11][CH:12]=[CH:13][CH:14]=1. Given the reactants [H-].[Na+].[F:3][C:4]1[C:5]([CH2:16][N:17]([CH3:25])[C:18](=[O:24])[O:19][C:20]([CH3:23])([CH3:22])[CH3:21])=[CH:6][NH:7][C:8]=1[C:9]1[C:10]([F:15])=[N:11][CH:12]=[CH:13][CH:14]=1.C1OCCOCCOCCOCCOC1.Cl.[CH3:42][C:43]1[N:48]=[CH:47][C:46]([S:49](Cl)(=[O:51])=[O:50])=[CH:45][CH:44]=1, predict the reaction product. (7) Given the reactants [H-].[Na+].[Cl:3][C:4]1[CH:5]=[C:6]([CH2:19][C:20]([O:22][CH3:23])=[O:21])[CH:7]=[CH:8][C:9]=1[B:10]1[O:14][C:13]([CH3:16])([CH3:15])[C:12]([CH3:18])([CH3:17])[O:11]1.[Br:24][CH2:25][CH2:26][CH2:27]Br, predict the reaction product. The product is: [Br:24][CH2:25][CH2:26][CH2:27][CH:19]([C:6]1[CH:7]=[CH:8][C:9]([B:10]2[O:14][C:13]([CH3:15])([CH3:16])[C:12]([CH3:17])([CH3:18])[O:11]2)=[C:4]([Cl:3])[CH:5]=1)[C:20]([O:22][CH3:23])=[O:21]. (8) The product is: [N:4]1[O:3][C:10]([NH2:11])=[C:6]2[CH2:7][CH2:8][CH2:9][C:5]=12. Given the reactants Cl.N[OH:3].[NH2:4][C:5]1[CH2:9][CH2:8][CH2:7][C:6]=1[C:10]#[N:11], predict the reaction product.